This data is from NCI-60 drug combinations with 297,098 pairs across 59 cell lines. The task is: Regression. Given two drug SMILES strings and cell line genomic features, predict the synergy score measuring deviation from expected non-interaction effect. (1) Drug 1: CC1OCC2C(O1)C(C(C(O2)OC3C4COC(=O)C4C(C5=CC6=C(C=C35)OCO6)C7=CC(=C(C(=C7)OC)O)OC)O)O. Drug 2: CC(C)CN1C=NC2=C1C3=CC=CC=C3N=C2N. Cell line: SK-MEL-5. Synergy scores: CSS=13.2, Synergy_ZIP=-4.21, Synergy_Bliss=0.837, Synergy_Loewe=-6.66, Synergy_HSA=-1.90. (2) Drug 2: CC12CCC3C(C1CCC2OP(=O)(O)O)CCC4=C3C=CC(=C4)OC(=O)N(CCCl)CCCl.[Na+]. Synergy scores: CSS=9.62, Synergy_ZIP=8.71, Synergy_Bliss=14.5, Synergy_Loewe=6.98, Synergy_HSA=6.24. Cell line: MCF7. Drug 1: CC1CCC2CC(C(=CC=CC=CC(CC(C(=O)C(C(C(=CC(C(=O)CC(OC(=O)C3CCCCN3C(=O)C(=O)C1(O2)O)C(C)CC4CCC(C(C4)OC)OCCO)C)C)O)OC)C)C)C)OC. (3) Drug 1: CC(C1=C(C=CC(=C1Cl)F)Cl)OC2=C(N=CC(=C2)C3=CN(N=C3)C4CCNCC4)N. Drug 2: C1=NC2=C(N1)C(=S)N=CN2. Cell line: SN12C. Synergy scores: CSS=0.202, Synergy_ZIP=-7.86, Synergy_Bliss=-17.5, Synergy_Loewe=-18.3, Synergy_HSA=-16.7.